Dataset: Full USPTO retrosynthesis dataset with 1.9M reactions from patents (1976-2016). Task: Predict the reactants needed to synthesize the given product. (1) Given the product [Cl:2][C:3]1[CH:4]=[C:5]2[C:9](=[CH:10][CH:11]=1)[NH:8][CH:7]=[C:6]2[CH2:12][CH2:13][NH:14][C:48]([C:24]1[CH:25]=[C:26]([CH:27]2[CH2:28][CH2:39]2)[O:22][N:23]=1)=[O:50], predict the reactants needed to synthesize it. The reactants are: Cl.[Cl:2][C:3]1[CH:4]=[C:5]2[C:9](=[CH:10][CH:11]=1)[NH:8][CH:7]=[C:6]2[CH2:12][CH2:13][NH2:14].CN(C([O:22][N:23]1N=N[C:25]2[CH:26]=[CH:27][CH:28]=N[C:24]1=2)=[N+](C)C)C.F[P-](F)(F)(F)(F)F.[CH:39](N(CC)C(C)C)(C)C.[C:48](OCC)(=[O:50])C. (2) Given the product [Br:8][C:6]1[CH:5]=[CH:4][N:3]=[C:2]([CH2:11][CH2:12][C:13]([O:15][CH2:16][CH3:17])=[O:14])[CH:7]=1, predict the reactants needed to synthesize it. The reactants are: Br[C:2]1[CH:7]=[C:6]([Br:8])[CH:5]=[CH:4][N:3]=1.Br[Zn][CH2:11][CH2:12][C:13]([O:15][CH2:16][CH3:17])=[O:14]. (3) Given the product [Br:12][C:5]1[CH:6]=[CH:7][C:8]([OH:10])=[CH:9][C:4]=1[C:3]([O:2][CH3:1])=[O:13], predict the reactants needed to synthesize it. The reactants are: [CH3:1][O:2][C:3](=[O:13])[C:4]1[CH:9]=[C:8]([O:10]C)[CH:7]=[CH:6][C:5]=1[Br:12].[Al+3].[Cl-].[Cl-].[Cl-].CCS. (4) Given the product [CH:33]1([C:31](=[O:32])[CH2:30][N:21]2[CH2:20][CH2:19][CH:18]([N:14]3[C:13]4[CH:24]=[C:9]([F:8])[C:10]([C:25]([NH:27][CH3:28])=[O:26])=[CH:11][C:12]=4[NH:16][C:15]3=[O:17])[CH2:23][CH2:22]2)[CH2:38][CH2:37][CH2:36][CH2:35][CH2:34]1, predict the reactants needed to synthesize it. The reactants are: FC(F)(F)C([O-])=O.[F:8][C:9]1[C:10]([C:25]([NH:27][CH3:28])=[O:26])=[CH:11][C:12]2[NH:16][C:15](=[O:17])[N:14]([CH:18]3[CH2:23][CH2:22][NH2+:21][CH2:20][CH2:19]3)[C:13]=2[CH:24]=1.Cl[CH2:30][C:31]([CH:33]1[CH2:38][CH2:37][CH2:36][CH2:35][CH2:34]1)=[O:32]. (5) Given the product [CH2:12]([O:9][CH2:8][CH:7]([CH2:10][CH3:11])[CH2:6][CH:3]([CH2:1][CH3:2])[CH2:4][OH:5])[CH2:13][CH2:14][CH2:15][CH2:16][CH2:17][CH2:18][CH2:19][CH3:20], predict the reactants needed to synthesize it. The reactants are: [CH2:1]([CH:3]([CH2:6][CH:7]([CH2:10][CH3:11])[CH2:8][OH:9])[CH2:4][OH:5])[CH3:2].[CH2:12](Br)[CH2:13][CH2:14][CH2:15][CH2:16][CH2:17][CH2:18][CH2:19][CH3:20].[OH-].[Na+]. (6) Given the product [ClH:32].[F:1][C:2]1[CH:7]=[CH:6][CH:5]=[CH:4][C:3]=1[C:8]1[N:9]([S:15]([C:18]2[CH:25]=[CH:24][CH:23]=[CH:22][C:19]=2[C:20]#[N:21])(=[O:17])=[O:16])[CH:10]=[C:11]([CH2:13][NH:29][CH3:28])[CH:12]=1, predict the reactants needed to synthesize it. The reactants are: [F:1][C:2]1[CH:7]=[CH:6][CH:5]=[CH:4][C:3]=1[C:8]1[N:9]([S:15]([C:18]2[CH:25]=[CH:24][CH:23]=[CH:22][C:19]=2[C:20]#[N:21])(=[O:17])=[O:16])[CH:10]=[C:11]([CH:13]=O)[CH:12]=1.CO.[CH3:28][NH2:29].[BH4-].[Na+].[ClH:32].C(=O)([O-])O.[Na+].